Dataset: Full USPTO retrosynthesis dataset with 1.9M reactions from patents (1976-2016). Task: Predict the reactants needed to synthesize the given product. Given the product [O:4]1[C:12]2[CH:11]=[CH:10][N:9]=[C:8]([N:13]3[CH2:18][CH2:17][N:16]([CH2:19][CH2:20][C@H:21]4[CH2:26][CH2:25][C@H:24]([NH:27][C:30](=[O:29])[CH2:31][C@H:32]5[CH2:37][CH2:36][C@H:35]([OH:38])[CH2:34][CH2:33]5)[CH2:23][CH2:22]4)[CH2:15][CH2:14]3)[C:7]=2[CH:6]=[CH:5]1, predict the reactants needed to synthesize it. The reactants are: Cl.Cl.Cl.[O:4]1[C:12]2[CH:11]=[CH:10][N:9]=[C:8]([N:13]3[CH2:18][CH2:17][N:16]([CH2:19][CH2:20][C@H:21]4[CH2:26][CH2:25][C@H:24]([NH2:27])[CH2:23][CH2:22]4)[CH2:15][CH2:14]3)[C:7]=2[CH:6]=[CH:5]1.C[O:29][C:30](=O)[CH2:31][C@H:32]1[CH2:37][CH2:36][C@H:35]([OH:38])[CH2:34][CH2:33]1.